From a dataset of NCI-60 drug combinations with 297,098 pairs across 59 cell lines. Regression. Given two drug SMILES strings and cell line genomic features, predict the synergy score measuring deviation from expected non-interaction effect. (1) Drug 1: CC12CCC3C(C1CCC2=O)CC(=C)C4=CC(=O)C=CC34C. Drug 2: C1=CC(=CC=C1CCC2=CNC3=C2C(=O)NC(=N3)N)C(=O)NC(CCC(=O)O)C(=O)O. Cell line: MDA-MB-435. Synergy scores: CSS=17.2, Synergy_ZIP=-2.44, Synergy_Bliss=-5.33, Synergy_Loewe=-15.8, Synergy_HSA=-3.24. (2) Drug 1: B(C(CC(C)C)NC(=O)C(CC1=CC=CC=C1)NC(=O)C2=NC=CN=C2)(O)O. Drug 2: C1CCC(C(C1)[NH-])[NH-].C(=O)(C(=O)[O-])[O-].[Pt+4]. Cell line: NCIH23. Synergy scores: CSS=56.2, Synergy_ZIP=-0.544, Synergy_Bliss=-2.26, Synergy_Loewe=-6.52, Synergy_HSA=-0.381.